Dataset: Full USPTO retrosynthesis dataset with 1.9M reactions from patents (1976-2016). Task: Predict the reactants needed to synthesize the given product. (1) Given the product [Cl:12][C:10]1[S:11][C:6]2[CH:5]=[C:4]([C:1](=[O:3])[NH:33][CH:34]3[CH2:42][C:41]4[C:36](=[CH:37][CH:38]=[CH:39][CH:40]=4)[CH:35]3[OH:43])[NH:8][C:7]=2[C:9]=1[Cl:13], predict the reactants needed to synthesize it. The reactants are: [C:1]([C:4]1[NH:8][C:7]2[C:9]([Cl:13])=[C:10]([Cl:12])[S:11][C:6]=2[CH:5]=1)([OH:3])=O.C1C=CC2N(O)N=NC=2C=1.CCN(C(C)C)C(C)C.[NH2:33][CH:34]1[CH2:42][C:41]2[C:36](=[CH:37][CH:38]=[CH:39][CH:40]=2)[CH:35]1[OH:43].CCN=C=NCCCN(C)C. (2) Given the product [CH2:1]([O:3][C:4](=[O:26])[C@@H:5]([CH2:12][C:13]1[CH:18]=[C:17]([Cl:27])[C:16]([NH2:19])=[C:15]([CH3:20])[C:14]=1[CH2:21][O:22][C:23](=[O:25])[CH3:24])[CH2:6][C:7]([O:9][CH2:10][CH3:11])=[O:8])[CH3:2], predict the reactants needed to synthesize it. The reactants are: [CH2:1]([O:3][C:4](=[O:26])[C@@H:5]([CH2:12][C:13]1[CH:18]=[CH:17][C:16]([NH2:19])=[C:15]([CH3:20])[C:14]=1[CH2:21][O:22][C:23](=[O:25])[CH3:24])[CH2:6][C:7]([O:9][CH2:10][CH3:11])=[O:8])[CH3:2].[Cl:27]N1C(=O)CCC1=O. (3) Given the product [CH2:1]([O:8][C:9]1[CH:10]=[C:11]([CH2:17][CH:18]([NH:21][CH:22]=[O:23])[CH2:19][CH3:20])[CH:12]=[CH:13][C:14]=1[O:15][CH3:16])[C:2]1[CH:3]=[CH:4][CH:5]=[CH:6][CH:7]=1, predict the reactants needed to synthesize it. The reactants are: [CH2:1]([O:8][C:9]1[CH:10]=[C:11]([CH2:17][CH:18]([NH2:21])[CH2:19][CH3:20])[CH:12]=[CH:13][C:14]=1[O:15][CH3:16])[C:2]1[CH:7]=[CH:6][CH:5]=[CH:4][CH:3]=1.[CH:22](O)=[O:23]. (4) Given the product [CH3:1][O:2][C:3]1[N:8]2[N:9]=[C:10]([C:12]#[N:28])[CH:11]=[C:7]2[C:6]([CH2:14][CH2:15][C:16]2[CH:21]=[CH:20][N:19]=[CH:18][CH:17]=2)=[CH:5][CH:4]=1, predict the reactants needed to synthesize it. The reactants are: [CH3:1][O:2][C:3]1[N:8]2[N:9]=[C:10]([CH:12]=O)[CH:11]=[C:7]2[C:6]([CH2:14][CH2:15][C:16]2[CH:21]=[CH:20][N:19]=[CH:18][CH:17]=2)=[CH:5][CH:4]=1.C([O-])(=O)C.[Na+].Cl.[NH2:28]O.FC(F)(F)C(OC(=O)C(F)(F)F)=O.C(=O)([O-])O.[Na+]. (5) Given the product [OH:14][C:15]1[C:16]2[C:29](=[O:30])[NH:28][CH2:27][C:17]=2[C:18]([O:25][CH3:26])=[C:19]2[C:24]=1[N:23]=[CH:22][CH:21]=[CH:20]2, predict the reactants needed to synthesize it. The reactants are: C([O:14][C:15]1[C:16]2[C:29](=[O:30])[N:28](CC3C=CC(OC)=CC=3OC)[C:27](=O)[C:17]=2[C:18]([O:25][CH3:26])=[C:19]2[C:24]=1[N:23]=[CH:22][CH:21]=[CH:20]2)(C1C=CC=CC=1)C1C=CC=CC=1.O.C(O)(C)C.[BH4-].[Li+].